Task: Predict the reaction yield, written as a fraction of the theoretical maximum amount of product (1.0 means a 100% yield; for example, 0.34 means a 34% yield).. Dataset: Reaction yield outcomes from USPTO patents with 853,638 reactions (1) The reactants are [C:1]([C:4]1[CH:9]=[CH:8][N:7]=[CH:6][CH:5]=1)(=[O:3])[CH3:2].[Br:10]Br. The catalyst is C(O)(=O)C.Br. The product is [BrH:10].[Br:10][CH2:2][C:1]([C:4]1[CH:9]=[CH:8][N:7]=[CH:6][CH:5]=1)=[O:3]. The yield is 0.900. (2) The reactants are [NH2:1][C:2]1[CH:9]=[CH:8][C:5]([CH2:6][OH:7])=[CH:4][CH:3]=1.[Br:10][C:11]1[CH:12]=[N:13][C:14](Cl)=[N:15][CH:16]=1.[I-].[Na+].C(N(C(C)C)CC)(C)C. The catalyst is CC(O)C. The product is [Br:10][C:11]1[CH:12]=[N:13][C:14]([NH:1][C:2]2[CH:9]=[CH:8][C:5]([CH2:6][OH:7])=[CH:4][CH:3]=2)=[N:15][CH:16]=1. The yield is 0.440. (3) The reactants are [F:1][C:2]1[CH:3]=[CH:4][C:5]2[N:6]([C:8]([N:11]3[CH2:16][CH2:15][CH:14]([CH:17](O)[CH3:18])[CH2:13][CH2:12]3)=[N:9][N:10]=2)[CH:7]=1.CCN(CC)CC.[CH:27]([Si:30]([O:37]S(C(F)(F)F)(=O)=O)([CH:34]([CH3:36])[CH3:35])[CH:31]([CH3:33])[CH3:32])([CH3:29])[CH3:28]. The catalyst is C(Cl)Cl. The product is [F:1][C:2]1[CH:3]=[CH:4][C:5]2[N:6]([C:8]([N:11]3[CH2:16][CH2:15][CH:14]([CH2:17][CH2:18][O:37][Si:30]([CH:31]([CH3:33])[CH3:32])([CH:34]([CH3:36])[CH3:35])[CH:27]([CH3:28])[CH3:29])[CH2:13][CH2:12]3)=[N:9][N:10]=2)[CH:7]=1. The yield is 0.920. (4) The reactants are [Cl:1][C:2]1[CH:3]=[N:4][C:5]2[C:10]([CH:11]=1)=[CH:9][C:8]([CH2:12][OH:13])=[CH:7][C:6]=2I.CCOC(C)=O.O.[CH3:22][N:23](C=O)C. The catalyst is [C-]#N.[C-]#N.[Zn+2].C1C=CC([P]([Pd]([P](C2C=CC=CC=2)(C2C=CC=CC=2)C2C=CC=CC=2)([P](C2C=CC=CC=2)(C2C=CC=CC=2)C2C=CC=CC=2)[P](C2C=CC=CC=2)(C2C=CC=CC=2)C2C=CC=CC=2)(C2C=CC=CC=2)C2C=CC=CC=2)=CC=1. The product is [Cl:1][C:2]1[CH:3]=[N:4][C:5]2[C:10]([CH:11]=1)=[CH:9][C:8]([CH2:12][OH:13])=[CH:7][C:6]=2[C:22]#[N:23]. The yield is 0.960. (5) The product is [CH2:20]([O:22][C:23]([C:11]1[CH:6]=[CH:7][C:8]([C:12]2[CH:13]=[CH:14][C:15]([CH2:18][Br:19])=[CH:16][CH:17]=2)=[CH:9][CH:10]=1)=[O:24])[CH3:21]. The yield is 0.830. The reactants are C(OC([C:6]1[CH:7]=[C:8]([C:12]2[CH:17]=[CH:16][C:15]([CH2:18][Br:19])=[CH:14][CH:13]=2)[CH:9]=[CH:10][CH:11]=1)=O)C.[CH2:20]([O:22][C:23](C1C=CC(C2C=CC(C)=CC=2)=CC=1)=[O:24])[CH3:21].BrN1C(=O)CCC1=O. The catalyst is C(Cl)(Cl)(Cl)Cl.N(C(C)(C)C#N)=NC(C)(C)C#N.